This data is from Full USPTO retrosynthesis dataset with 1.9M reactions from patents (1976-2016). The task is: Predict the reactants needed to synthesize the given product. Given the product [C:17]([O:28][C:46]([N:9]1[C@@H:10]([C:13]2[O:15][N:38]=[C:36]([C:35]3[CH:40]=[CH:41][CH:42]=[C:33]([C:31]#[N:32])[CH:34]=3)[N:37]=2)[CH2:11][S:12][CH2:8]1)=[O:47])([CH3:19])([CH3:18])[CH3:16], predict the reactants needed to synthesize it. The reactants are: CC(OC([CH:8]1[S:12][CH2:11][CH:10]([C:13]([OH:15])=O)[NH:9]1)=O)(C)C.[CH2:16](OC(Cl)=O)[CH:17]([CH3:19])[CH3:18].CN1CC[O:28]CC1.[C:31]([C:33]1[CH:34]=[C:35]([CH:40]=[CH:41][CH:42]=1)[C:36]([NH:38]O)=[NH:37])#[N:32].CN([CH:46]=[O:47])C.